This data is from Catalyst prediction with 721,799 reactions and 888 catalyst types from USPTO. The task is: Predict which catalyst facilitates the given reaction. (1) Reactant: [NH2:1][CH:2]1[CH2:7][CH2:6][N:5]([C:8]2[C:9]3[CH:31]=[C:30]([Cl:32])[CH:29]=[CH:28][C:10]=3[N:11]([CH3:27])[C:12](=[O:26])[CH:13]([CH2:15][C:16]3[CH:25]=[CH:24][C:23]4[C:18](=[CH:19][CH:20]=[CH:21][CH:22]=4)[CH:17]=3)[N:14]=2)[CH2:4][CH2:3]1.C(N(CC)CC)C.[C:40](Cl)(=[O:47])[C:41]1[CH:46]=[CH:45][CH:44]=[CH:43][CH:42]=1. Product: [Cl:32][C:30]1[CH:29]=[CH:28][C:10]2[N:11]([CH3:27])[C:12](=[O:26])[CH:13]([CH2:15][C:16]3[CH:25]=[CH:24][C:23]4[C:18](=[CH:19][CH:20]=[CH:21][CH:22]=4)[CH:17]=3)[N:14]=[C:8]([N:5]3[CH2:4][CH2:3][CH:2]([NH:1][C:40](=[O:47])[C:41]4[CH:46]=[CH:45][CH:44]=[CH:43][CH:42]=4)[CH2:7][CH2:6]3)[C:9]=2[CH:31]=1. The catalyst class is: 4. (2) Reactant: Cl.C([O:9][C:10]1[CH:20]=[CH:19][C:18]([C:21]2[CH:30]=[CH:29][C:28]3[C:23](=[CH:24][CH:25]=[C:26]([O:31]C)[CH:27]=3)[C:22]=2[O:33][C:34]2[CH:39]=[CH:38][C:37]([O:40][CH2:41][CH2:42][N:43]3[CH2:48][CH2:47][CH2:46][CH2:45][CH2:44]3)=[CH:36][CH:35]=2)=[CH:17][C:11]=1[C:12]([N:14]([CH3:16])[CH3:15])=[O:13])C1C=CC=CC=1.B(Br)(Br)Br. Product: [OH:9][C:10]1[CH:20]=[CH:19][C:18]([C:21]2[CH:30]=[CH:29][C:28]3[C:23](=[CH:24][CH:25]=[C:26]([OH:31])[CH:27]=3)[C:22]=2[O:33][C:34]2[CH:39]=[CH:38][C:37]([O:40][CH2:41][CH2:42][N:43]3[CH2:48][CH2:47][CH2:46][CH2:45][CH2:44]3)=[CH:36][CH:35]=2)=[CH:17][C:11]=1[C:12]([N:14]([CH3:15])[CH3:16])=[O:13]. The catalyst class is: 2. (3) Reactant: [CH3:1][CH:2]([OH:8])[CH2:3][CH2:4][C:5]#[C:6][CH3:7].[CH:9](=[O:11])[CH3:10].C[Si]([O:16][S:17]([C:20]([F:23])([F:22])[F:21])(=O)=[O:18])(C)C.C([O-])(O)=O.[Na+]. Product: [F:21][C:20]([F:23])([F:22])[S:17]([O:8]/[C:2](=[C:3]1/[C@H:9]([CH3:10])[O:11][C@H:6]([CH3:7])[CH2:5][CH2:4]/1)/[CH3:1])(=[O:18])=[O:16]. The catalyst class is: 268. (4) Reactant: [CH3:1][O:2][C:3]1[CH:4]=[C:5]2[C:9](=[CH:10][CH:11]=1)[NH:8][CH:7]=[CH:6]2.[H-].[Na+].Cl[C:15]1[C:16]2[CH:24]=[C:23]([CH3:25])[O:22][C:17]=2[N:18]=[C:19]([CH3:21])[N:20]=1.Cl. Product: [CH3:1][O:2][C:3]1[CH:4]=[C:5]2[C:9](=[CH:10][CH:11]=1)[N:8]([C:15]1[C:16]3[CH:24]=[C:23]([CH3:25])[O:22][C:17]=3[N:18]=[C:19]([CH3:21])[N:20]=1)[CH:7]=[CH:6]2. The catalyst class is: 3. (5) Reactant: [CH3:1][O:2][C:3]1[CH:4]=[C:5]([C:11]2[CH:12]=[CH:13][C:14]3[N:15]([C:17]([C:21]4[CH:26]=[CH:25][C:24](I)=[CH:23][CH:22]=4)=[C:18]([CH3:20])[N:19]=3)[N:16]=2)[CH:6]=[CH:7][C:8]=1[O:9][CH3:10].[NH:28]1[CH2:33][CH2:32][O:31][CH2:30][CH2:29]1.C([O-])([O-])=O.[K+].[K+].N1CCC[C@H]1C(O)=O. Product: [CH3:1][O:2][C:3]1[CH:4]=[C:5]([C:11]2[CH:12]=[CH:13][C:14]3[N:15]([C:17]([C:21]4[CH:26]=[CH:25][C:24]([N:28]5[CH2:33][CH2:32][O:31][CH2:30][CH2:29]5)=[CH:23][CH:22]=4)=[C:18]([CH3:20])[N:19]=3)[N:16]=2)[CH:6]=[CH:7][C:8]=1[O:9][CH3:10]. The catalyst class is: 156.